This data is from Forward reaction prediction with 1.9M reactions from USPTO patents (1976-2016). The task is: Predict the product of the given reaction. (1) Given the reactants C([O:8][C:9]1[CH:14]=[C:13]([CH3:15])[C:12]([C:16]2[C:21]([CH3:22])=[CH:20][CH:19]=[C:18]([C:23]([O:25][CH3:26])=[O:24])[CH:17]=2)=[C:11]([CH3:27])[CH:10]=1)C1C=CC=CC=1, predict the reaction product. The product is: [OH:8][C:9]1[CH:14]=[C:13]([CH3:15])[C:12]([C:16]2[C:21]([CH3:22])=[CH:20][CH:19]=[C:18]([C:23]([O:25][CH3:26])=[O:24])[CH:17]=2)=[C:11]([CH3:27])[CH:10]=1. (2) Given the reactants [CH3:1][C:2]([OH:12])([CH3:11])[CH2:3][NH:4][C:5]1[CH:10]=[CH:9][CH:8]=[CH:7][CH:6]=1.C(=O)([O-])[O-].[K+].[K+].Br[CH2:20][C:21](OCC)=[O:22], predict the reaction product. The product is: [CH3:11][C:2]1([CH3:1])[CH2:3][N:4]([C:5]2[CH:10]=[CH:9][CH:8]=[CH:7][CH:6]=2)[CH2:20][C:21](=[O:22])[O:12]1. (3) Given the reactants [F:1][C:2]1[CH:7]=[CH:6][C:5]([NH:8][C:9]2[CH:10]=[C:11]3[C:16](=[CH:17][CH:18]=2)[C:15]([C:19](=[CH2:24])[C:20]([F:23])([F:22])[F:21])=[N:14][N:13]=[CH:12]3)=[CH:4][CH:3]=1.[H][H], predict the reaction product. The product is: [F:1][C:2]1[CH:7]=[CH:6][C:5]([NH:8][C:9]2[CH:10]=[C:11]3[C:16](=[CH:17][CH:18]=2)[C:15]([CH:19]([CH3:24])[C:20]([F:22])([F:21])[F:23])=[N:14][N:13]=[CH:12]3)=[CH:4][CH:3]=1. (4) Given the reactants [CH3:1][S:2](Cl)(=[O:4])=[O:3].[O:6]1[CH:10]([CH2:11][OH:12])[CH2:9][CH2:8][CH:7]1[CH2:13][OH:14].C(N(CC)CC)C, predict the reaction product. The product is: [CH3:1][S:2]([O:14][CH2:13][CH:7]1[CH2:8][CH2:9][CH:10]([CH2:11][O:12][S:2]([CH3:1])(=[O:4])=[O:3])[O:6]1)(=[O:4])=[O:3]. (5) Given the reactants [H-].[Na+].[Cl:3][C:4]1[C:12]2[N:11]([CH2:13][C:14]([O:16]CC)=O)[C:10]3[CH2:19][CH2:20][N:21]([C:24]([O:26][C:27]([CH3:30])([CH3:29])[CH3:28])=[O:25])[CH2:22][CH2:23][C:9]=3[C:8]=2[CH:7]=[C:6](Cl)[CH:5]=1.[Cl:32]C1C2NC3CCN(C(OC(C)(C)C)=O)CCC=3C=2C=C(Cl)C=1.BrCC(OCC)=O, predict the reaction product. The product is: [Cl:3][C:4]1[C:12]2[N:11]([CH2:13][CH2:14][OH:16])[C:10]3[CH2:19][CH2:20][N:21]([C:24]([O:26][C:27]([CH3:29])([CH3:28])[CH3:30])=[O:25])[CH2:22][CH2:23][C:9]=3[C:8]=2[CH:7]=[CH:6][C:5]=1[Cl:32]. (6) Given the reactants [O:1]1[C:5]2[CH:6]=[CH:7][CH:8]=[CH:9][C:4]=2[CH:3]=[C:2]1B(O)O.[N:13]1([CH2:18][CH:19]2[CH2:23][CH2:22][CH2:21][N:20]2[C:24]([C:26]2[CH:31]=[CH:30][C:29](Br)=[CH:28][CH:27]=2)=[O:25])[CH2:17][CH2:16][CH2:15][CH2:14]1, predict the reaction product. The product is: [O:1]1[C:2]2=[CH:3][CH:4]=[CH:9][C:8]2=[CH:7][CH:6]=[C:5]1[C:27]1[CH:28]=[CH:29][CH:30]=[CH:31][C:26]=1[C:24]([N:20]1[CH2:21][CH2:22][CH2:23][C@H:19]1[CH2:18][N:13]1[CH2:17][CH2:16][CH2:15][CH2:14]1)=[O:25]. (7) Given the reactants [NH2:1][C:2]1[N:7]=[C:6]([OH:8])[C:5]([N:9]=O)=[C:4]([NH2:11])[N:3]=1, predict the reaction product. The product is: [NH2:1][C:2]1[N:7]=[C:6]([OH:8])[C:5]([NH2:9])=[C:4]([NH2:11])[N:3]=1. (8) Given the reactants [Cl-].O[NH3+:3].[C:4](=[O:7])([O-])[OH:5].[Na+].CS(C)=O.[CH2:13]([C:15]1[N:16]([C:40]2[CH:45]=[CH:44][C:43]([O:46][CH2:47][CH3:48])=[CH:42][CH:41]=2)[C:17](=[O:39])[C:18]([CH2:24][C:25]2[CH:30]=[CH:29][C:28]([C:31]3[C:32]([C:37]#[N:38])=[CH:33][CH:34]=[CH:35][CH:36]=3)=[CH:27][CH:26]=2)=[C:19]([CH2:21][CH2:22][CH3:23])[N:20]=1)[CH3:14], predict the reaction product. The product is: [CH2:13]([C:15]1[N:16]([C:40]2[CH:45]=[CH:44][C:43]([O:46][CH2:47][CH3:48])=[CH:42][CH:41]=2)[C:17](=[O:39])[C:18]([CH2:24][C:25]2[CH:30]=[CH:29][C:28]([C:31]3[CH:36]=[CH:35][CH:34]=[CH:33][C:32]=3[C:37]3[NH:3][C:4](=[O:7])[O:5][N:38]=3)=[CH:27][CH:26]=2)=[C:19]([CH2:21][CH2:22][CH3:23])[N:20]=1)[CH3:14]. (9) The product is: [Br:5][CH2:1][C:8]1[C:9]([NH:13][C:14](=[O:20])[O:15][C:16]([CH3:18])([CH3:17])[CH3:19])=[N:10][CH:11]=[CH:12][C:7]=1[F:6]. Given the reactants [C:1]([Br:5])(Br)(Br)Br.[F:6][C:7]1[CH:12]=[CH:11][N:10]=[C:9]([NH:13][C:14](=[O:20])[O:15][C:16]([CH3:19])([CH3:18])[CH3:17])[C:8]=1CO.C1(P(C2C=CC=CC=2)C2C=CC=CC=2)C=CC=CC=1, predict the reaction product. (10) The product is: [CH3:42][C:28]([NH:27][CH2:21][CH:20]([C:11]1[C:12]2[O:17][CH2:16][C:15](=[O:18])[NH:14][C:13]=2[CH:19]=[C:9]([OH:8])[CH:10]=1)[OH:26])([CH3:41])[CH2:29][CH2:30][N:31]1[C:35]2[CH:36]=[CH:37][CH:38]=[CH:39][C:34]=2[NH:33][C:32]1=[O:40]. Given the reactants C([O:8][C:9]1[CH:10]=[C:11]([CH:20]([OH:26])[CH:21](OCC)O)[C:12]2[O:17][CH2:16][C:15](=[O:18])[NH:14][C:13]=2[CH:19]=1)C1C=CC=CC=1.[NH2:27][C:28]([CH3:42])([CH3:41])[CH2:29][CH2:30][N:31]1[C:35]2[CH:36]=[CH:37][CH:38]=[CH:39][C:34]=2[NH:33][C:32]1=[O:40], predict the reaction product.